Dataset: Reaction yield outcomes from USPTO patents with 853,638 reactions. Task: Predict the reaction yield, written as a fraction of the theoretical maximum amount of product (1.0 means a 100% yield; for example, 0.34 means a 34% yield). (1) The reactants are Br[C:2]1[CH:3]=[C:4]2[C:8](=[C:9]([C:11]([NH:13][CH2:14][C:15]3[C:16](=[O:23])[NH:17][C:18]([CH3:22])=[CH:19][C:20]=3[CH3:21])=[O:12])[CH:10]=1)[N:7]([CH3:24])[CH:6]=[C:5]2[CH:25]([CH3:27])[CH3:26].Cl.[CH3:29][N:30]([CH2:32][C:33]1[CH:38]=[CH:37][C:36](B2OC(C)(C)C(C)(C)O2)=[CH:35][CH:34]=1)[CH3:31].P([O-])([O-])([O-])=O.[K+].[K+].[K+].O1CCOCC1. The catalyst is C(Cl)Cl.O. The product is [CH3:29][N:30]([CH2:32][C:33]1[CH:38]=[CH:37][C:36]([C:2]2[CH:3]=[C:4]3[C:8](=[C:9]([C:11]([NH:13][CH2:14][C:15]4[C:16](=[O:23])[NH:17][C:18]([CH3:22])=[CH:19][C:20]=4[CH3:21])=[O:12])[CH:10]=2)[N:7]([CH3:24])[CH:6]=[C:5]3[CH:25]([CH3:26])[CH3:27])=[CH:35][CH:34]=1)[CH3:31]. The yield is 0.375. (2) The reactants are [Cl:1][C:2]1[C:7]([C:8]([C:10]2[CH:15]=[CH:14][CH:13]=[CH:12][CH:11]=2)=[O:9])=[C:6]([F:16])[C:5]([CH:17](Br)Br)=[CH:4][CH:3]=1.C([OH:23])(C)C.O. The catalyst is [N+]([O-])([O-])=O.[Ag+].ClCCl. The product is [C:8]([C:7]1[C:6]([F:16])=[C:5]([CH:4]=[CH:3][C:2]=1[Cl:1])[CH:17]=[O:23])(=[O:9])[C:10]1[CH:15]=[CH:14][CH:13]=[CH:12][CH:11]=1. The yield is 0.900. (3) The reactants are CCN(C(C)C)C(C)C.[OH:10][C:11]1[CH:12]=[CH:13][CH:14]=[C:15]2[C:20]=1[O:19][C:18](=[O:21])[C:17]([C:22]([OH:24])=O)=[CH:16]2.CN(C(ON1N=NC2C=CC=NC1=2)=[N+](C)C)C.F[P-](F)(F)(F)(F)F.[O:49]1[C:53]2[CH:54]=[CH:55][C:56]([C:58]3[CH:59]=[C:60]([NH2:64])[CH:61]=[CH:62][CH:63]=3)=[CH:57][C:52]=2[O:51][CH2:50]1. The catalyst is CN(C=O)C. The product is [O:49]1[C:53]2[CH:54]=[CH:55][C:56]([C:58]3[CH:59]=[C:60]([NH:64][C:22]([C:17]4[C:18](=[O:21])[O:19][C:20]5[C:15]([CH:16]=4)=[CH:14][CH:13]=[CH:12][C:11]=5[OH:10])=[O:24])[CH:61]=[CH:62][CH:63]=3)=[CH:57][C:52]=2[O:51][CH2:50]1. The yield is 0.290.